This data is from Forward reaction prediction with 1.9M reactions from USPTO patents (1976-2016). The task is: Predict the product of the given reaction. (1) Given the reactants [O:1]=[C:2]([N:12]1[CH2:17][CH2:16][N:15]([C:18](=[O:30])[CH2:19][N:20]2[C:24](=[O:25])[C:23]3[CH:26]=[CH:27][CH:28]=[CH:29][C:22]=3[S:21]2)[CH2:14][CH2:13]1)[CH2:3][NH:4]C(=O)OC(C)(C)C.C(O)(C(F)(F)F)=O, predict the reaction product. The product is: [NH2:4][CH2:3][C:2]([N:12]1[CH2:17][CH2:16][N:15]([C:18](=[O:30])[CH2:19][N:20]2[C:24](=[O:25])[C:23]3[CH:26]=[CH:27][CH:28]=[CH:29][C:22]=3[S:21]2)[CH2:14][CH2:13]1)=[O:1]. (2) Given the reactants [Cl:1][C:2]1[CH:32]=[CH:31][C:5]([CH2:6][CH2:7][NH:8][C:9]([C:11]2[CH:30]=[CH:29][C:14]([O:15][C:16]3[CH:21]=[CH:20][C:19]([CH2:22][C:23]([O:25][CH2:26][CH3:27])=[O:24])=[CH:18][C:17]=3Br)=[CH:13][CH:12]=2)=[O:10])=[CH:4][CH:3]=1.[Cl-].[CH3:34][Zn+], predict the reaction product. The product is: [Cl:1][C:2]1[CH:32]=[CH:31][C:5]([CH2:6][CH2:7][NH:8][C:9]([C:11]2[CH:30]=[CH:29][C:14]([O:15][C:16]3[CH:21]=[CH:20][C:19]([CH2:22][C:23]([O:25][CH2:26][CH3:27])=[O:24])=[CH:18][C:17]=3[CH3:34])=[CH:13][CH:12]=2)=[O:10])=[CH:4][CH:3]=1.